This data is from Catalyst prediction with 721,799 reactions and 888 catalyst types from USPTO. The task is: Predict which catalyst facilitates the given reaction. (1) Reactant: [CH2:1]([N:3]1[C:11]2[CH:10]=[C:9]3[N:12](COCC[Si](C)(C)C)[C:13]([C:15]4[C:23]5[C:18](=[CH:19][C:20]([C:24]6[CH:28]=[CH:27][S:26][CH:25]=6)=[CH:21][CH:22]=5)[N:17](COCC[Si](C)(C)C)[N:16]=4)=[N:14][C:8]3=[CH:7][C:6]=2[C:5]([CH3:46])([CH3:45])[C:4]1=[O:47])[CH3:2].[F-].C([N+](CCCC)(CCCC)CCCC)CCC.C(N)CN. Product: [CH2:1]([N:3]1[C:11]2[CH:10]=[C:9]3[NH:12][C:13]([C:15]4[C:23]5[C:18](=[CH:19][C:20]([C:24]6[CH:28]=[CH:27][S:26][CH:25]=6)=[CH:21][CH:22]=5)[NH:17][N:16]=4)=[N:14][C:8]3=[CH:7][C:6]=2[C:5]([CH3:46])([CH3:45])[C:4]1=[O:47])[CH3:2]. The catalyst class is: 6. (2) Product: [C:1]([O:5][C:6]([N:8]1[CH2:14][CH2:13][C:12]2[CH:15]=[C:16]([Br:20])[C:17]([NH2:19])=[CH:18][C:11]=2[CH2:10][CH2:9]1)=[O:7])([CH3:4])([CH3:2])[CH3:3]. The catalyst class is: 10. Reactant: [C:1]([O:5][C:6]([N:8]1[CH2:14][CH2:13][C:12]2[CH:15]=[CH:16][C:17]([NH2:19])=[CH:18][C:11]=2[CH2:10][CH2:9]1)=[O:7])([CH3:4])([CH3:3])[CH3:2].[Br:20]N1C(=O)CCC1=O.NC1C=CC=CC=1.CCOC(C)=O.CCCCCC. (3) Reactant: [OH:1][C:2]([C@H:5]1[CH2:10][CH2:9][C:8]([CH2:11][N:12]2C(=O)C3C(=CC=CC=3)C2=O)=[CH:7][CH2:6]1)([CH3:4])[CH3:3].O.NN. Product: [NH2:12][CH2:11][C:8]1[CH2:9][CH2:10][C@H:5]([C:2]([OH:1])([CH3:3])[CH3:4])[CH2:6][CH:7]=1. The catalyst class is: 5. (4) Reactant: [NH2:1][C@@H:2]1[CH2:7][CH2:6][C@H:5]([N:8]2[C:13](=[O:14])[C:12]3[CH:15]=[C:16]([F:19])[CH:17]=[N:18][C:11]=3[N:10]([C:20]3[CH:25]=[CH:24][CH:23]=[C:22]([C:26]4[CH:31]=[CH:30][CH:29]=[CH:28][N:27]=4)[CH:21]=3)[C:9]2=[O:32])[CH2:4][CH2:3]1.F[P-](F)(F)(F)(F)F.N1(OC(N(C)C)=[N+](C)C)C2N=CC=CC=2N=N1.[F:57][C:58]1[CH:59]=[CH:60][C:61]2[N:62]([CH:64]=[C:65]([C:67](O)=[O:68])[N:66]=2)[CH:63]=1.C(N(C(C)C)C(C)C)C. Product: [F:57][C:58]1[CH:59]=[CH:60][C:61]2[N:62]([CH:64]=[C:65]([C:67]([NH:1][C@H:2]3[CH2:7][CH2:6][C@@H:5]([N:8]4[C:13](=[O:14])[C:12]5[CH:15]=[C:16]([F:19])[CH:17]=[N:18][C:11]=5[N:10]([C:20]5[CH:25]=[CH:24][CH:23]=[C:22]([C:26]6[CH:31]=[CH:30][CH:29]=[CH:28][N:27]=6)[CH:21]=5)[C:9]4=[O:32])[CH2:4][CH2:3]3)=[O:68])[N:66]=2)[CH:63]=1. The catalyst class is: 42.